From a dataset of Reaction yield outcomes from USPTO patents with 853,638 reactions. Predict the reaction yield, written as a fraction of the theoretical maximum amount of product (1.0 means a 100% yield; for example, 0.34 means a 34% yield). (1) The reactants are [NH2:1][C:2]1[N:7]=[CH:6][N:5]=[C:4]2[N:8]([C@@H:12]3[CH2:17][CH2:16][CH2:15][N:14]([C:18]([O:20][C:21]([CH3:24])([CH3:23])[CH3:22])=[O:19])[CH2:13]3)[N:9]=[C:10](I)[C:3]=12.[F:25][C:26]1[CH:27]=[C:28]([CH:45]=[C:46]([F:48])[CH:47]=1)[O:29][C:30]1[CH:35]=[CH:34][C:33](B2OC(C)(C)C(C)(C)O2)=[CH:32][CH:31]=1.C(=O)([O-])[O-].[Na+].[Na+].COCCOC. The catalyst is C1C=CC([P]([Pd]([P](C2C=CC=CC=2)(C2C=CC=CC=2)C2C=CC=CC=2)([P](C2C=CC=CC=2)(C2C=CC=CC=2)C2C=CC=CC=2)[P](C2C=CC=CC=2)(C2C=CC=CC=2)C2C=CC=CC=2)(C2C=CC=CC=2)C2C=CC=CC=2)=CC=1.O. The product is [NH2:1][C:2]1[N:7]=[CH:6][N:5]=[C:4]2[N:8]([C@@H:12]3[CH2:17][CH2:16][CH2:15][N:14]([C:18]([O:20][C:21]([CH3:24])([CH3:23])[CH3:22])=[O:19])[CH2:13]3)[N:9]=[C:10]([C:33]3[CH:32]=[CH:31][C:30]([O:29][C:28]4[CH:45]=[C:46]([F:48])[CH:47]=[C:26]([F:25])[CH:27]=4)=[CH:35][CH:34]=3)[C:3]=12. The yield is 0.720. (2) The reactants are [Br:1][C:2]1[N:6]2[C:7](Br)=[CH:8][N:9]=[CH:10][C:5]2=[N:4][CH:3]=1.[CH3:12][NH2:13].O1CCCC1. The catalyst is C(Cl)Cl.O. The product is [Br:1][C:2]1[N:6]2[CH:7]=[CH:8][N:9]=[C:10]([NH:13][CH3:12])[C:5]2=[N:4][CH:3]=1. The yield is 0.500. (3) The reactants are C(OC([N:8]1[CH2:13][CH2:12][C@H:11]([C:14]2[CH:35]=[CH:34][C:17]3[C:18]4[N:22]([CH2:23][CH2:24][O:25][C:16]=3[CH:15]=2)[CH:21]=[C:20]([C:26]2[N:27]([CH:31]([CH3:33])[CH3:32])[N:28]=[CH:29][N:30]=2)[N:19]=4)[C@H:10]([OH:36])[CH2:9]1)=O)(C)(C)C.[ClH:37]. The catalyst is C(Cl)Cl.CO.O1CCOCC1. The product is [ClH:37].[CH:31]([N:27]1[C:26]([C:20]2[N:19]=[C:18]3[N:22]([CH2:23][CH2:24][O:25][C:16]4[CH:15]=[C:14]([C@H:11]5[CH2:12][CH2:13][NH:8][CH2:9][C@H:10]5[OH:36])[CH:35]=[CH:34][C:17]=43)[CH:21]=2)=[N:30][CH:29]=[N:28]1)([CH3:33])[CH3:32]. The yield is 1.08. (4) The reactants are [H-].[Na+].[CH3:3][O:4][C:5]1[CH:6]=[C:7]2[C:12](=[CH:13][CH:14]=1)[C:11](=[O:15])[NH:10][CH2:9][CH2:8]2.Br[CH2:17][C:18]([O:20][CH2:21][CH3:22])=[O:19].O. The catalyst is CCCCCC.C1COCC1. The product is [CH3:3][O:4][C:5]1[CH:6]=[C:7]2[C:12](=[CH:13][CH:14]=1)[C:11](=[O:15])[N:10]([CH2:17][C:18]([O:20][CH2:21][CH3:22])=[O:19])[CH2:9][CH2:8]2. The yield is 0.240. (5) The reactants are [F:1][CH:2]([F:38])[C:3]1[N:7]([C:8]2[N:13]=[C:12]([N:14]3[CH2:19][CH2:18][O:17][CH2:16][CH2:15]3)[N:11]=[C:10]([N:20]3[CH2:23][CH:22]([NH:24][C:25](=[O:31])[O:26][C:27]([CH3:30])([CH3:29])[CH3:28])[CH2:21]3)[N:9]=2)[C:6]2[CH:32]=[CH:33][CH:34]=[C:35]([O:36][CH3:37])[C:5]=2[N:4]=1.[H-].[Na+].[CH3:41]I. The yield is 0.950. The catalyst is C1COCC1. The product is [F:38][CH:2]([F:1])[C:3]1[N:7]([C:8]2[N:13]=[C:12]([N:14]3[CH2:19][CH2:18][O:17][CH2:16][CH2:15]3)[N:11]=[C:10]([N:20]3[CH2:21][CH:22]([N:24]([CH3:41])[C:25](=[O:31])[O:26][C:27]([CH3:30])([CH3:29])[CH3:28])[CH2:23]3)[N:9]=2)[C:6]2[CH:32]=[CH:33][CH:34]=[C:35]([O:36][CH3:37])[C:5]=2[N:4]=1.